From a dataset of Merck oncology drug combination screen with 23,052 pairs across 39 cell lines. Regression. Given two drug SMILES strings and cell line genomic features, predict the synergy score measuring deviation from expected non-interaction effect. (1) Drug 1: O=S1(=O)NC2(CN1CC(F)(F)F)C1CCC2Cc2cc(C=CCN3CCC(C(F)(F)F)CC3)ccc2C1. Drug 2: CCN(CC)CCNC(=O)c1c(C)[nH]c(C=C2C(=O)Nc3ccc(F)cc32)c1C. Cell line: SKMES1. Synergy scores: synergy=9.71. (2) Drug 1: O=C(O)C1(Cc2cccc(Nc3nccs3)n2)CCC(Oc2cccc(Cl)c2F)CC1. Drug 2: Cc1nc(Nc2ncc(C(=O)Nc3c(C)cccc3Cl)s2)cc(N2CCN(CCO)CC2)n1. Cell line: HCT116. Synergy scores: synergy=21.0. (3) Drug 1: CN(C)C(=N)N=C(N)N. Synergy scores: synergy=9.53. Cell line: EFM192B. Drug 2: Cn1cc(-c2cnn3c(N)c(Br)c(C4CCCNC4)nc23)cn1. (4) Drug 1: N.N.O=C(O)C1(C(=O)O)CCC1.[Pt]. Drug 2: O=C(CCCCCCC(=O)Nc1ccccc1)NO. Cell line: UWB1289. Synergy scores: synergy=13.4. (5) Drug 2: O=C(NOCC(O)CO)c1ccc(F)c(F)c1Nc1ccc(I)cc1F. Drug 1: CCN(CC)CCNC(=O)c1c(C)[nH]c(C=C2C(=O)Nc3ccc(F)cc32)c1C. Synergy scores: synergy=27.0. Cell line: A2780. (6) Drug 1: CC(C)CC(NC(=O)C(Cc1ccccc1)NC(=O)c1cnccn1)B(O)O. Drug 2: CCc1cnn2c(NCc3ccc[n+]([O-])c3)cc(N3CCCCC3CCO)nc12. Cell line: HT29. Synergy scores: synergy=-20.6. (7) Drug 1: O=S1(=O)NC2(CN1CC(F)(F)F)C1CCC2Cc2cc(C=CCN3CCC(C(F)(F)F)CC3)ccc2C1. Drug 2: COc1cc(C2c3cc4c(cc3C(OC3OC5COC(C)OC5C(O)C3O)C3COC(=O)C23)OCO4)cc(OC)c1O. Cell line: SKMES1. Synergy scores: synergy=16.9. (8) Drug 1: Cn1nnc2c(C(N)=O)ncn2c1=O. Drug 2: COC1CC2CCC(C)C(O)(O2)C(=O)C(=O)N2CCCCC2C(=O)OC(C(C)CC2CCC(OP(C)(C)=O)C(OC)C2)CC(=O)C(C)C=C(C)C(O)C(OC)C(=O)C(C)CC(C)C=CC=CC=C1C. Cell line: A375. Synergy scores: synergy=25.0.